From a dataset of Full USPTO retrosynthesis dataset with 1.9M reactions from patents (1976-2016). Predict the reactants needed to synthesize the given product. The reactants are: [CH2:1]([NH:3][C@H:4]([C:14]([NH:16][C@H:17]([C:22]([N:24]([C@@H:26]([CH:35]([CH3:37])[CH3:36])/[CH:27]=[C:28](\[CH3:34])/[C:29]([O:31]CC)=[O:30])[CH3:25])=[O:23])[C:18]([CH3:21])([CH3:20])[CH3:19])=[O:15])[C:5]([CH3:13])([CH3:12])[C:6]1[CH:11]=[CH:10][CH:9]=[CH:8][CH:7]=1)[CH3:2].[OH-].[Li+]. Given the product [CH2:1]([NH:3][C@H:4]([C:14]([NH:16][C@H:17]([C:22]([N:24]([C@@H:26]([CH:35]([CH3:36])[CH3:37])/[CH:27]=[C:28](/[C:29]([OH:31])=[O:30])\[CH3:34])[CH3:25])=[O:23])[C:18]([CH3:21])([CH3:20])[CH3:19])=[O:15])[C:5]([CH3:13])([CH3:12])[C:6]1[CH:11]=[CH:10][CH:9]=[CH:8][CH:7]=1)[CH3:2], predict the reactants needed to synthesize it.